Task: Regression. Given two drug SMILES strings and cell line genomic features, predict the synergy score measuring deviation from expected non-interaction effect.. Dataset: NCI-60 drug combinations with 297,098 pairs across 59 cell lines Drug 1: C1CN1P(=S)(N2CC2)N3CC3. Drug 2: CC1C(C(CC(O1)OC2CC(CC3=C2C(=C4C(=C3O)C(=O)C5=CC=CC=C5C4=O)O)(C(=O)C)O)N)O. Cell line: HCT-15. Synergy scores: CSS=33.0, Synergy_ZIP=-4.62, Synergy_Bliss=-4.07, Synergy_Loewe=-2.38, Synergy_HSA=-0.781.